From a dataset of Forward reaction prediction with 1.9M reactions from USPTO patents (1976-2016). Predict the product of the given reaction. (1) Given the reactants C(OC([N:8]1[CH2:12][C@@H:11]([C:13]2[CH:18]=[CH:17][CH:16]=[CH:15][C:14]=2[F:19])[C@H:10]([NH:20][C:21]([O:23][CH2:24][CH:25]2[C:37]3[CH:36]=[CH:35][CH:34]=[CH:33][C:32]=3[C:31]3[C:26]2=[CH:27][CH:28]=[CH:29][CH:30]=3)=[O:22])[CH2:9]1)=O)(C)(C)C.[ClH:38].CCOCC, predict the reaction product. The product is: [ClH:38].[CH:27]1[C:26]2[CH:25]([CH2:24][O:23][C:21](=[O:22])[NH:20][C@H:10]3[C@H:11]([C:13]4[CH:18]=[CH:17][CH:16]=[CH:15][C:14]=4[F:19])[CH2:12][NH:8][CH2:9]3)[C:37]3[C:32](=[CH:33][CH:34]=[CH:35][CH:36]=3)[C:31]=2[CH:30]=[CH:29][CH:28]=1. (2) Given the reactants [N+:1]([C:4]1[CH:5]=[C:6]2[C:10](=[CH:11][CH:12]=1)[NH:9][CH:8]=[CH:7]2)([O-:3])=[O:2].CC(C)([O-])C.[K+].[F:19][C:20]1[CH:21]=[C:22]([CH:25]=[CH:26][CH:27]=1)[CH2:23]Br.O, predict the reaction product. The product is: [F:19][C:20]1[CH:21]=[C:22]([CH:25]=[CH:26][CH:27]=1)[CH2:23][N:9]1[C:10]2[C:6](=[CH:5][C:4]([N+:1]([O-:3])=[O:2])=[CH:12][CH:11]=2)[CH:7]=[CH:8]1.